Dataset: Full USPTO retrosynthesis dataset with 1.9M reactions from patents (1976-2016). Task: Predict the reactants needed to synthesize the given product. (1) Given the product [CH:1]1([CH2:4][O:5][C:9]2[N:14]=[CH:13][C:12]3[N:15]=[C:16]([C:26]4[CH:27]=[C:28]([CH3:34])[C:29](=[O:33])[N:30]([CH3:32])[CH:31]=4)[N:17]([CH:18]([C:20]4[CH:25]=[CH:24][CH:23]=[CH:22][N:21]=4)[CH3:19])[C:11]=3[CH:10]=2)[CH2:3][CH2:2]1, predict the reactants needed to synthesize it. The reactants are: [CH:1]1([CH2:4][OH:5])[CH2:3][CH2:2]1.[H-].[Na+].Cl[C:9]1[N:14]=[CH:13][C:12]2[N:15]=[C:16]([C:26]3[CH:27]=[C:28]([CH3:34])[C:29](=[O:33])[N:30]([CH3:32])[CH:31]=3)[N:17]([CH:18]([C:20]3[CH:25]=[CH:24][CH:23]=[CH:22][N:21]=3)[CH3:19])[C:11]=2[CH:10]=1.C1C=CC(P(C2C(C3C(P(C4C=CC=CC=4)C4C=CC=CC=4)=CC=C4C=3C=CC=C4)=C3C(C=CC=C3)=CC=2)C2C=CC=CC=2)=CC=1. (2) Given the product [CH3:21][N:22]([CH3:24])/[CH:23]=[C:9](/[C:10]1[CH:15]=[CH:14][N:13]=[C:12]([S:16][CH3:17])[N:11]=1)\[C:8]([C:5]1[CH:6]=[CH:7][C:2]([F:1])=[CH:3][CH:4]=1)=[O:18], predict the reactants needed to synthesize it. The reactants are: [F:1][C:2]1[CH:7]=[CH:6][C:5]([C:8](=[O:18])[CH2:9][C:10]2[CH:15]=[CH:14][N:13]=[C:12]([S:16][CH3:17])[N:11]=2)=[CH:4][CH:3]=1.CO[CH:21](OC)[N:22]([CH3:24])[CH3:23]. (3) Given the product [ClH:1].[CH2:13]([O:12][C:9]1[CH:10]=[C:11]2[C:6](=[CH:7][C:8]=1[O:15][CH:16]([CH3:18])[CH3:17])[N:5]=[CH:4][N:3]=[C:2]2[NH:31][C:27]1[CH:28]=[CH:29][CH:30]=[C:25]([C:23]2[N:24]=[C:20]([CH3:19])[S:21][CH:22]=2)[CH:26]=1)[CH3:14], predict the reactants needed to synthesize it. The reactants are: [Cl:1][C:2]1[C:11]2[C:6](=[CH:7][C:8]([O:15][CH:16]([CH3:18])[CH3:17])=[C:9]([O:12][CH2:13][CH3:14])[CH:10]=2)[N:5]=[CH:4][N:3]=1.[CH3:19][C:20]1[S:21][CH:22]=[C:23]([C:25]2[CH:26]=[C:27]([NH2:31])[CH:28]=[CH:29][CH:30]=2)[N:24]=1. (4) The reactants are: [F:1][C:2]1[CH:7]=[CH:6][C:5]([CH:8]([C:10]2[CH:15]=[CH:14][C:13]([F:16])=[CH:12][CH:11]=2)O)=[C:4]([CH3:17])[CH:3]=1.[Cl-].[In+3].[Cl-].[Cl-].ClC1C=C(Cl)C=CC=1C([C:34]1[C:42]2[C:37](=[C:38]([CH2:44][S:45][CH3:46])[CH:39]=[C:40](F)[CH:41]=2)[NH:36][CH:35]=1)CCO.O. Given the product [F:1][C:2]1[CH:7]=[CH:6][C:5]([CH:8]([C:10]2[CH:15]=[CH:14][C:13]([F:16])=[CH:12][CH:11]=2)[C:34]2[C:42]3[C:37](=[C:38]([CH2:44][S:45][CH3:46])[CH:39]=[CH:40][CH:41]=3)[NH:36][CH:35]=2)=[C:4]([CH3:17])[CH:3]=1, predict the reactants needed to synthesize it. (5) Given the product [CH2:1]([O:3][C:4]1([C:7]2[CH:12]=[CH:11][C:10]([C:13]#[C:14][C:26]3[CH:27]=[CH:28][C:23]([C:22]([O:21][CH2:19][CH3:20])=[O:30])=[CH:24][CH:25]=3)=[CH:9][C:8]=2[C:15]([CH3:17])([CH3:16])[CH3:18])[CH2:6][CH2:5]1)[CH3:2], predict the reactants needed to synthesize it. The reactants are: [CH2:1]([O:3][C:4]1([C:7]2[CH:12]=[CH:11][C:10]([C:13]#[CH:14])=[CH:9][C:8]=2[C:15]([CH3:18])([CH3:17])[CH3:16])[CH2:6][CH2:5]1)[CH3:2].[CH2:19]([O:21][C:22](=[O:30])[C:23]1[CH:28]=[CH:27][C:26](I)=[CH:25][CH:24]=1)[CH3:20]. (6) Given the product [CH3:1][C@@H:2]1[CH2:6][CH:5]([N:24]2[CH2:25][CH2:26][CH:21]([C:15]3[CH:20]=[CH:19][CH:18]=[CH:17][CH:16]=3)[CH2:22][CH2:23]2)[CH2:4][N:3]1[C:8]([O:10][C:11]([CH3:14])([CH3:13])[CH3:12])=[O:9], predict the reactants needed to synthesize it. The reactants are: [CH3:1][C@@H:2]1[CH2:6][C:5](=O)[CH2:4][N:3]1[C:8]([O:10][C:11]([CH3:14])([CH3:13])[CH3:12])=[O:9].[C:15]1([CH:21]2[CH2:26][CH2:25][NH:24][CH2:23][CH2:22]2)[CH:20]=[CH:19][CH:18]=[CH:17][CH:16]=1. (7) Given the product [O:25]1[CH:29]=[CH:28][CH:27]=[C:26]1[C:2]1[CH:7]=[CH:6][C:5]([N:8]2[CH2:13][CH2:12][N:11]([S:14]([CH2:17][CH:18]([CH:22]([CH3:24])[CH3:23])[C:19]([OH:21])=[O:20])(=[O:16])=[O:15])[CH2:10][CH2:9]2)=[CH:4][CH:3]=1, predict the reactants needed to synthesize it. The reactants are: Br[C:2]1[CH:7]=[CH:6][C:5]([N:8]2[CH2:13][CH2:12][N:11]([S:14]([CH2:17][CH:18]([CH:22]([CH3:24])[CH3:23])[C:19]([OH:21])=[O:20])(=[O:16])=[O:15])[CH2:10][CH2:9]2)=[CH:4][CH:3]=1.[O:25]1[CH:29]=[CH:28][CH:27]=[C:26]1B(O)O.